This data is from TCR-epitope binding with 47,182 pairs between 192 epitopes and 23,139 TCRs. The task is: Binary Classification. Given a T-cell receptor sequence (or CDR3 region) and an epitope sequence, predict whether binding occurs between them. (1) The epitope is RAKFKQLL. The TCR CDR3 sequence is CASSRTDGNTIYF. Result: 1 (the TCR binds to the epitope). (2) The epitope is VVYRGTTTY. The TCR CDR3 sequence is CASSLMWQPNYGYTF. Result: 0 (the TCR does not bind to the epitope). (3) The epitope is KLGGALQAK. The TCR CDR3 sequence is CASSELVGLYGYTF. Result: 1 (the TCR binds to the epitope). (4) The epitope is HSKKKCDEL. The TCR CDR3 sequence is CASSLTTADEKLFF. Result: 0 (the TCR does not bind to the epitope). (5) The epitope is MMISAGFSL. The TCR CDR3 sequence is CASSHRDRVYF. Result: 0 (the TCR does not bind to the epitope). (6) The epitope is YLNTLTLAV. The TCR CDR3 sequence is CASSQGLNTEAFF. Result: 0 (the TCR does not bind to the epitope).